From a dataset of Experimentally validated miRNA-target interactions with 360,000+ pairs, plus equal number of negative samples. Binary Classification. Given a miRNA mature sequence and a target amino acid sequence, predict their likelihood of interaction. (1) The miRNA is hsa-miR-6812-3p with sequence CCGCUCUUCCCCUGACCCCAG. The protein sequence of the target gene is MADRSLEGMALPLEVRARLAELELELSEGDITQKGYEKKRSKLIGAYLPQPPRVDQALPQERRAPVTPSSASRYHRRRSSGSRDERYRSDVHTEAVQAALAKHKERKMAVPMPSKRRSLVVQTSMDAYTPPDTSSGSEDEGSVQGDSQGTPTSSQGSINMEHWISQAIHGSTTSTTSSSSTQSGGSGAAHRLADVMAQTHIENHSAPPDVTTYTSEHSIQVERPQGSTGSRTAPKYGNAELMETGDGVPVSSRVSAKIQQLVNTLKRPKRPPLREFFVDDFEELLEVQQPDPNQPKPEGA.... Result: 0 (no interaction). (2) The miRNA is cel-miR-356a with sequence UUGAGCAACGCGAACAAAUCA. The protein sequence of the target gene is MPKKKTGARKKAENRREREKQLRASRSTIDLAKHPCNASMECDKCQRRQKNRAFCYFCNSVQKLPICAQCGKTKCMMKSSDCVIKHAGVYSTGLAMVGAICDFCEAWVCHGRKCLSTHACACPLTDAECVECERGVWDHGGRIFSCSFCHNFLCEDDQFEHQASCQVLEAETFKCVSCNRLGQHSCLRCKACFCDDHTRSKVFKQEKGKQPPCPKCGHETQETKDLSMSTRSLKFGRQTGGEEGDGASGYDAYWKNLSSDKYGDTSYHDEEEDEYEAEDDEEEEDEGRKDSDTESSDLFT.... Result: 0 (no interaction).